The task is: Predict the product of the given reaction.. This data is from Forward reaction prediction with 1.9M reactions from USPTO patents (1976-2016). (1) Given the reactants Br[C:2]1[C:7]2[O:8][CH2:9][O:10][C:6]=2[CH:5]=[C:4]([C:11]2[S:15][C:14]([NH:16][C:17](=[O:26])[C:18]3[C:23]([F:24])=[CH:22][CH:21]=[CH:20][C:19]=3[F:25])=[N:13][C:12]=2[CH3:27])[CH:3]=1, predict the reaction product. The product is: [O:8]1[C:7]2[CH:2]=[CH:3][C:4]([C:11]3[S:15][C:14]([NH:16][C:17](=[O:26])[C:18]4[C:23]([F:24])=[CH:22][CH:21]=[CH:20][C:19]=4[F:25])=[N:13][C:12]=3[CH3:27])=[CH:5][C:6]=2[O:10][CH2:9]1. (2) Given the reactants [CH:1]1([CH:6]=[C:7]([C:17]2[CH:22]=[CH:21][C:20]([C:23]([OH:26])([CH3:25])[CH3:24])=[CH:19][CH:18]=2)[C:8]2[NH:16][C:11]3=[N:12][CH:13]=[CH:14][CH:15]=[C:10]3[CH:9]=2)[CH2:5][CH2:4][CH2:3][CH2:2]1, predict the reaction product. The product is: [CH:1]1([CH2:6][CH:7]([C:17]2[CH:18]=[CH:19][C:20]([C:23]([OH:26])([CH3:24])[CH3:25])=[CH:21][CH:22]=2)[C:8]2[NH:16][C:11]3=[N:12][CH:13]=[CH:14][CH:15]=[C:10]3[CH:9]=2)[CH2:5][CH2:4][CH2:3][CH2:2]1.